Dataset: Forward reaction prediction with 1.9M reactions from USPTO patents (1976-2016). Task: Predict the product of the given reaction. (1) Given the reactants Br[C:2]1[CH:7]=[CH:6][C:5]([O:8][CH:9]([F:11])[F:10])=[C:4]([O:12][CH3:13])[C:3]=1[O:14][CH2:15][CH2:16][CH3:17].C(=O)([O-])[O-].[Cs+].[Cs+].CC1(C)C(C)(C)OB([C:32]2[CH:33]=[C:34]3[C:38](=[CH:39][CH:40]=2)[C:37](=[O:41])[NH:36][CH2:35]3)O1, predict the reaction product. The product is: [F:10][CH:9]([F:11])[O:8][C:5]1[CH:6]=[CH:7][C:2]([C:32]2[CH:33]=[C:34]3[C:38](=[CH:39][CH:40]=2)[C:37](=[O:41])[NH:36][CH2:35]3)=[C:3]([O:14][CH2:15][CH2:16][CH3:17])[C:4]=1[O:12][CH3:13]. (2) The product is: [N+:9]([C:7]1[CH:6]=[CH:5][C:4]([C:12]2[O:16][CH:15]=[N:14][CH:13]=2)=[C:3]([OH:2])[CH:8]=1)([O-:11])=[O:10]. Given the reactants C[O:2][C:3]1[CH:8]=[C:7]([N+:9]([O-:11])=[O:10])[CH:6]=[CH:5][C:4]=1[C:12]1[O:16][CH:15]=[N:14][CH:13]=1.B(Br)(Br)Br.C([O-])(O)=O.[Na+], predict the reaction product. (3) Given the reactants O[C:2]([CH3:17])=[CH:3][C:4]([C:6]1[CH:16]=[CH:15][C:9]2[O:10][CH2:11][C:12](=[O:14])[NH:13][C:8]=2[CH:7]=1)=O.[N+:18]([C:21]1[CH:26]=[CH:25][C:24]([NH:27][NH2:28])=[CH:23][CH:22]=1)([O-:20])=[O:19], predict the reaction product. The product is: [CH3:17][C:2]1[CH:3]=[C:4]([C:6]2[CH:16]=[CH:15][C:9]3[O:10][CH2:11][C:12](=[O:14])[NH:13][C:8]=3[CH:7]=2)[N:27]([C:24]2[CH:25]=[CH:26][C:21]([N+:18]([O-:20])=[O:19])=[CH:22][CH:23]=2)[N:28]=1. (4) Given the reactants Cl[C:2]1[C:7]([C:8]([O:10][CH2:11][CH3:12])=[O:9])=[CH:6][N:5]=[C:4]([S:13][CH3:14])[N:3]=1.[CH3:15][O-:16].[Na+], predict the reaction product. The product is: [CH3:15][O:16][C:2]1[C:7]([C:8]([O:10][CH3:11])=[O:9])=[CH:6][N:5]=[C:4]([S:13][CH3:14])[N:3]=1.[CH3:15][O:16][C:2]1[C:7]([C:8]([O:10][CH2:11][CH3:12])=[O:9])=[CH:6][N:5]=[C:4]([S:13][CH3:14])[N:3]=1.